This data is from Forward reaction prediction with 1.9M reactions from USPTO patents (1976-2016). The task is: Predict the product of the given reaction. (1) Given the reactants Br[CH2:2][CH:3]1[CH2:7][N:6]([C:8]2[CH:9]=[N:10][N:11]3[CH2:16][C@H:15]([CH3:17])[N:14]([C:18]([O:20][C:21]([CH3:24])([CH3:23])[CH3:22])=[O:19])[CH2:13][C:12]=23)[C:5](=[O:25])[CH2:4]1.[CH3:26][S:27]([O:29][Na])=[O:28], predict the reaction product. The product is: [CH3:17][C@H:15]1[CH2:16][N:11]2[N:10]=[CH:9][C:8]([N:6]3[CH2:7][CH:3]([CH2:2][S:27]([CH3:26])(=[O:29])=[O:28])[CH2:4][C:5]3=[O:25])=[C:12]2[CH2:13][N:14]1[C:18]([O:20][C:21]([CH3:24])([CH3:22])[CH3:23])=[O:19]. (2) Given the reactants [F:1][C:2]1[CH:3]=[C:4]2[C:9](=[C:10]([O:13][C:14]([F:17])([F:16])[F:15])[C:11]=1[F:12])N(C1C=CC(CN3CCCC3)=CC=1)[CH:7]=[C:6]([C:30]([O:32][CH2:33][CH3:34])=[O:31])[C:5]2=[O:35].[CH3:36][C@H:37]1[CH2:42][CH2:41][CH2:40][CH2:39][N:38]1[CH2:43][C:44]1[CH:50]=[CH:49][C:47]([NH2:48])=[CH:46][CH:45]=1, predict the reaction product. The product is: [F:1][C:2]1[CH:3]=[C:4]2[C:9](=[C:10]([O:13][C:14]([F:17])([F:16])[F:15])[C:11]=1[F:12])[N:48]([C:47]1[CH:46]=[CH:45][C:44]([CH2:43][N:38]3[CH2:39][CH2:40][CH2:41][CH2:42][C@@H:37]3[CH3:36])=[CH:50][CH:49]=1)[CH:7]=[C:6]([C:30]([O:32][CH2:33][CH3:34])=[O:31])[C:5]2=[O:35]. (3) Given the reactants [O:1]=[C:2]([NH:15][C:16]1[CH:17]=[N:18][N:19]2[CH2:24][CH2:23][CH2:22][NH:21][C:20]=12)[CH2:3][NH:4]C(=O)OCC1C=CC=CC=1, predict the reaction product. The product is: [NH2:4][CH2:3][C:2]([NH:15][C:16]1[CH:17]=[N:18][N:19]2[CH2:24][CH2:23][CH2:22][NH:21][C:20]=12)=[O:1]. (4) Given the reactants [Br:1][C:2]1[CH:3]=[C:4]([CH:17]=[O:18])[C:5]([C:8]2[C:9]([CH:15]=[O:16])=[CH:10][C:11]([Br:14])=[CH:12][CH:13]=2)=[CH:6][CH:7]=1.[BH4-].[Na+], predict the reaction product. The product is: [Br:1][C:2]1[CH:7]=[CH:6][C:5]([C:8]2[CH:13]=[CH:12][C:11]([Br:14])=[CH:10][C:9]=2[CH2:15][OH:16])=[C:4]([CH2:17][OH:18])[CH:3]=1. (5) Given the reactants C(OC([N:8]1[CH2:14][CH2:13][CH2:12][N:11]([C:15]([C:17]2[C:25]3[C:20](=[CH:21][CH:22]=[C:23]([Br:26])[CH:24]=3)[N:19]([S:27]([C:30]3[C:39]4[C:34](=[CH:35][CH:36]=[CH:37][CH:38]=4)[C:33]([O:40][CH3:41])=[CH:32][CH:31]=3)(=[O:29])=[O:28])[CH:18]=2)=[O:16])[CH2:10][CH2:9]1)=O)(C)(C)C.[F:42][C:43]([F:48])([F:47])[C:44]([OH:46])=[O:45], predict the reaction product. The product is: [F:42][C:43]([F:48])([F:47])[C:44]([OH:46])=[O:45].[Br:26][C:23]1[CH:24]=[C:25]2[C:20](=[CH:21][CH:22]=1)[N:19]([S:27]([C:30]1[C:39]3[C:34](=[CH:35][CH:36]=[CH:37][CH:38]=3)[C:33]([O:40][CH3:41])=[CH:32][CH:31]=1)(=[O:29])=[O:28])[CH:18]=[C:17]2[C:15]([N:11]1[CH2:12][CH2:13][CH2:14][NH:8][CH2:9][CH2:10]1)=[O:16]. (6) Given the reactants [C:1]([O:5][C:6](=[O:33])[NH:7][C:8]1([CH2:21][NH:22][C:23]2[CH:28]=[CH:27][C:26]([C:29]#[N:30])=[C:25]([Cl:31])[C:24]=2[CH3:32])[CH2:12][CH2:11][CH2:10][CH:9]1[O:13][Si](C(C)(C)C)(C)C)([CH3:4])([CH3:3])[CH3:2].CCCC[N+](CCCC)(CCCC)CCCC.[F-], predict the reaction product. The product is: [C:1]([O:5][C:6](=[O:33])[NH:7][C:8]1([CH2:21][NH:22][C:23]2[CH:28]=[CH:27][C:26]([C:29]#[N:30])=[C:25]([Cl:31])[C:24]=2[CH3:32])[CH2:12][CH2:11][CH2:10][CH:9]1[OH:13])([CH3:4])([CH3:3])[CH3:2].